The task is: Regression. Given two drug SMILES strings and cell line genomic features, predict the synergy score measuring deviation from expected non-interaction effect.. This data is from Merck oncology drug combination screen with 23,052 pairs across 39 cell lines. (1) Synergy scores: synergy=9.68. Drug 2: COC1=C2CC(C)CC(OC)C(O)C(C)C=C(C)C(OC(N)=O)C(OC)C=CC=C(C)C(=O)NC(=CC1=O)C2=O. Drug 1: CCN(CC)CCNC(=O)c1c(C)[nH]c(C=C2C(=O)Nc3ccc(F)cc32)c1C. Cell line: MDAMB436. (2) Drug 1: COc1cccc2c1C(=O)c1c(O)c3c(c(O)c1C2=O)CC(O)(C(=O)CO)CC3OC1CC(N)C(O)C(C)O1. Drug 2: CC(C)CC(NC(=O)C(Cc1ccccc1)NC(=O)c1cnccn1)B(O)O. Cell line: MSTO. Synergy scores: synergy=-36.6.